This data is from Reaction yield outcomes from USPTO patents with 853,638 reactions. The task is: Predict the reaction yield, written as a fraction of the theoretical maximum amount of product (1.0 means a 100% yield; for example, 0.34 means a 34% yield). (1) The reactants are CCO[C:4](/[N:6]=N/C(OCC)=O)=O.C1C=CC(P(C2C=CC=CC=2)C2C=CC=CC=2)=CC=1.O[CH2:33][CH2:34][C:35]1[O:36][C:37]([CH2:40][CH2:41][O:42][CH2:43][C:44]2[CH:49]=[CH:48][CH:47]=[CH:46][CH:45]=2)=[CH:38][CH:39]=1.CC(C)(O)C#N. The catalyst is C1COCC1. The product is [C:44]1([CH2:43][O:42][CH2:41][CH2:40][C:37]2[O:36][C:35]([CH2:34][CH2:33][C:4]#[N:6])=[CH:39][CH:38]=2)[CH:49]=[CH:48][CH:47]=[CH:46][CH:45]=1. The yield is 0.260. (2) The reactants are Br[C:2]1[CH:3]=[C:4]2[C:8](=[CH:9][CH:10]=1)[NH:7][N:6]=[C:5]2[C:11]([NH:13][C:14]1[CH:15]=[N:16][CH:17]=[CH:18][CH:19]=1)=[O:12].[F:20][C:21]1[CH:22]=[C:23](B(O)O)[CH:24]=[N:25][CH:26]=1.P([O-])([O-])([O-])=O.[K+].[K+].[K+].O. The catalyst is C1C=CC([P]([Pd]([P](C2C=CC=CC=2)(C2C=CC=CC=2)C2C=CC=CC=2)([P](C2C=CC=CC=2)(C2C=CC=CC=2)C2C=CC=CC=2)[P](C2C=CC=CC=2)(C2C=CC=CC=2)C2C=CC=CC=2)(C2C=CC=CC=2)C2C=CC=CC=2)=CC=1.CN(C=O)C. The product is [F:20][C:21]1[CH:22]=[C:23]([C:2]2[CH:3]=[C:4]3[C:8](=[CH:9][CH:10]=2)[NH:7][N:6]=[C:5]3[C:11]([NH:13][C:14]2[CH:15]=[N:16][CH:17]=[CH:18][CH:19]=2)=[O:12])[CH:24]=[N:25][CH:26]=1. The yield is 0.0200.